Task: Predict which catalyst facilitates the given reaction.. Dataset: Catalyst prediction with 721,799 reactions and 888 catalyst types from USPTO Reactant: [C:1](Cl)(=O)C.[OH:5][C:6]1[C:14]([CH3:15])=[CH:13][C:9]([C:10]([OH:12])=[O:11])=[C:8]([CH3:16])[CH:7]=1. Product: [OH:5][C:6]1[C:14]([CH3:15])=[CH:13][C:9]([C:10]([O:12][CH3:1])=[O:11])=[C:8]([CH3:16])[CH:7]=1. The catalyst class is: 5.